From a dataset of Full USPTO retrosynthesis dataset with 1.9M reactions from patents (1976-2016). Predict the reactants needed to synthesize the given product. (1) Given the product [Br:28][C:29]1[CH:30]=[CH:31][C:32]([C:35]([NH:27][CH2:26][CH2:25][CH:11]2[CH2:12][C:13](=[O:24])[C:14]([C:15]3[C:20]([CH3:21])=[CH:19][C:18]([CH3:22])=[CH:17][C:16]=3[CH3:23])=[C:10]2[O:9][CH3:8])=[O:36])=[N:33][CH:34]=1, predict the reactants needed to synthesize it. The reactants are: FC(F)(F)C([O-])=O.[CH3:8][O:9][C:10]1[CH:11]([CH2:25][CH2:26][NH3+:27])[CH2:12][C:13](=[O:24])[C:14]=1[C:15]1[C:20]([CH3:21])=[CH:19][C:18]([CH3:22])=[CH:17][C:16]=1[CH3:23].[Br:28][C:29]1[CH:30]=[CH:31][C:32]([C:35](OC2C(F)=C(F)C(F)=C(F)C=2F)=[O:36])=[N:33][CH:34]=1.C(N(CC)CC)C. (2) Given the product [F:1][CH2:2][CH2:3][N:4]1[C:12]2[C:7](=[CH:8][CH:9]=[CH:10][CH:11]=2)[CH2:6][C:5]1=[O:14], predict the reactants needed to synthesize it. The reactants are: [F:1][CH2:2][CH2:3][N:4]1[C:12]2[C:7](=[CH:8][CH:9]=[CH:10][CH:11]=2)[C:6](=O)[C:5]1=[O:14]. (3) Given the product [CH3:14][O:15][C:16]([C@H:18]1[CH2:23][CH2:22][C@H:21]([C:24]([C:9]2[C:8]([F:7])=[CH:13][CH:12]=[CH:11][N:10]=2)=[O:25])[CH2:20][CH2:19]1)=[O:17].[CH3:14][O:15][C:16]([C@H:18]1[CH2:23][CH2:22][C@H:21]([C:24]([C:13]2[CH:12]=[CH:11][N:10]=[CH:9][C:8]=2[F:7])=[O:25])[CH2:20][CH2:19]1)=[O:17], predict the reactants needed to synthesize it. The reactants are: CCCCCC.[F:7][C:8]1[CH:9]=[N:10][CH:11]=[CH:12][CH:13]=1.[CH3:14][O:15][C:16]([C@H:18]1[CH2:23][CH2:22][C@H:21]([C:24](Cl)=[O:25])[CH2:20][CH2:19]1)=[O:17]. (4) Given the product [C:12]1([C:9]([CH2:10][CH3:11])=[C:8]([C:5]2[CH:4]=[CH:3][C:2]([OH:1])=[CH:7][CH:6]=2)[C:18]2[CH:37]=[CH:36][C:21]([O:22][CH2:23][C@@H:24]3[CH2:28][CH2:27][CH2:26][NH:25]3)=[CH:20][CH:19]=2)[CH:13]=[CH:14][CH:15]=[CH:16][CH:17]=1, predict the reactants needed to synthesize it. The reactants are: [OH:1][C:2]1[CH:7]=[CH:6][C:5]([C:8]([C:18]2[CH:37]=[CH:36][C:21]([O:22][CH2:23][CH:24]3[CH2:28][CH2:27][CH2:26][N:25]3C(OC(C)(C)C)=O)=[CH:20][CH:19]=2)=[C:9]([C:12]2[CH:17]=[CH:16][CH:15]=[CH:14][CH:13]=2)[CH2:10][CH3:11])=[CH:4][CH:3]=1.C(O)(C(F)(F)F)=O. (5) Given the product [CH2:1]([O:3][C:4]([C:6]1[CH:7]=[N:8][C:9]2[C:14]([C:15]=1[NH:24][CH2:20][CH:21]([CH3:23])[CH3:22])=[CH:13][CH:12]=[CH:11][C:10]=2[NH2:17])=[O:5])[CH3:2], predict the reactants needed to synthesize it. The reactants are: [CH2:1]([O:3][C:4]([C:6]1[CH:7]=[N:8][C:9]2[C:14]([C:15]=1Cl)=[CH:13][CH:12]=[CH:11][C:10]=2[N+:17]([O-])=O)=[O:5])[CH3:2].[CH2:20]([NH2:24])[CH:21]([CH3:23])[CH3:22]. (6) The reactants are: C([Li])CCC.[C:6]([O:12][CH2:13][CH3:14])(=[O:11])[CH2:7][C:8]([OH:10])=O.N1C=CC=CC=1C1C=CC=CN=1.[F:27][C:28]1[C:36]([O:37][CH3:38])=[C:35]([F:39])[CH:34]=[CH:33][C:29]=1C(Cl)=O. Given the product [OH:10]/[C:8](/[C:34]1[CH:33]=[CH:29][C:28]([F:27])=[C:36]([O:37][CH3:38])[C:35]=1[F:39])=[CH:7]\[C:6]([O:12][CH2:13][CH3:14])=[O:11], predict the reactants needed to synthesize it. (7) Given the product [C:23]1([C:26]2[CH:27]=[CH:28][CH:29]=[CH:30][CH:31]=2)[CH:22]=[CH:21][C:20]([C:19](=[O:41])[CH2:18][C:17]([NH:16][C:4]2[CH:5]=[CH:6][C:7]([O:8][CH2:9][CH2:10][N:11]([CH2:12][CH3:13])[CH2:14][CH3:15])=[C:2]([Cl:1])[CH:3]=2)=[O:32])=[CH:25][CH:24]=1, predict the reactants needed to synthesize it. The reactants are: [Cl:1][C:2]1[CH:3]=[C:4]([NH:16][C:17](=[O:32])[C:18]#[C:19][C:20]2[CH:25]=[CH:24][C:23]([C:26]3[CH:31]=[CH:30][CH:29]=[CH:28][CH:27]=3)=[CH:22][CH:21]=2)[CH:5]=[CH:6][C:7]=1[O:8][CH2:9][CH2:10][N:11]([CH2:14][CH3:15])[CH2:12][CH3:13].N1CCCCC1.C([OH:41])C.